Dataset: Retrosynthesis with 50K atom-mapped reactions and 10 reaction types from USPTO. Task: Predict the reactants needed to synthesize the given product. (1) Given the product C=CCOc1ccc([C@H](C)N2C[C@@H]3C[C@H]2CN3)c(C)c1C, predict the reactants needed to synthesize it. The reactants are: C=CCOc1ccc([C@H](C)N2C[C@@H]3C[C@H]2CN3C(=O)OC(C)(C)C)c(C)c1C. (2) Given the product N#Cc1nc(C(=O)NCC(=O)O)c(O)c2cc(OC3CCCCC3)ccc12, predict the reactants needed to synthesize it. The reactants are: CCCCOC(=O)c1nc(C#N)c2ccc(OC3CCCCC3)cc2c1O.NCC(=O)O. (3) The reactants are: Nc1cc2ccccc2cc1C(=O)Nc1ccc(Cl)cn1.O=C1CCCN1[C@H]1CC[C@H](C(=O)O)CC1. Given the product O=C(Nc1ccc(Cl)cn1)c1cc2ccccc2cc1NC(=O)[C@H]1CC[C@H](N2CCCC2=O)CC1, predict the reactants needed to synthesize it. (4) The reactants are: CCNCc1cccc(C)n1.Cc1cccc(N(CC(=O)O)S(=O)(=O)c2ncccc2C)c1. Given the product CCN(Cc1cccc(C)n1)C(=O)CN(c1cccc(C)c1)S(=O)(=O)c1ncccc1C, predict the reactants needed to synthesize it. (5) Given the product COC(=O)[C@@H]1Cc2ccc([C@H]3C[C@@H](C(=O)N[C@@H]4CCCc5ccccc54)N(C(=O)OC(C)(C)C)C3)cc2CN1C(=O)OC(C)(C)C, predict the reactants needed to synthesize it. The reactants are: COC(=O)[C@@H]1Cc2ccc(C3=C[C@@H](C(=O)N[C@@H]4CCCc5ccccc54)N(C(=O)OC(C)(C)C)C3)cc2CN1C(=O)OC(C)(C)C. (6) The reactants are: Brc1ccccc1.c1ccc2c(c1)[nH]c1ccccc12. Given the product c1ccc(-n2c3ccccc3c3ccccc32)cc1, predict the reactants needed to synthesize it.